This data is from Full USPTO retrosynthesis dataset with 1.9M reactions from patents (1976-2016). The task is: Predict the reactants needed to synthesize the given product. (1) Given the product [C:8]1(=[CH:9][C@H:10]2[CH2:11][CH2:12][C@H:13]([NH:16][C:17](=[O:28])[CH2:18][C:19]3[CH:24]=[CH:23][C:22]([OH:25])=[C:21]([O:26][CH3:27])[CH:20]=3)[CH2:14][CH2:15]2)[CH2:29][CH2:30][CH2:6]1, predict the reactants needed to synthesize it. The reactants are: C1(=O)CCC1.[CH2:6]([C:8]([CH2:29][CH3:30])=[CH:9][C@H:10]1[CH2:15][CH2:14][C@H:13]([NH:16][C:17](=[O:28])[CH2:18][C:19]2[CH:24]=[CH:23][C:22]([OH:25])=[C:21]([O:26][CH3:27])[CH:20]=2)[CH2:12][CH2:11]1)C. (2) Given the product [CH2:1]([O:3][C:4]([C:6]1[C:10]([CH3:11])=[C:9]([C:12]2[CH:13]=[CH:14][C:15]([C:18]3[N:27]=[N:28][N:29]([CH3:32])[N:19]=3)=[CH:16][CH:17]=2)[N:8]([C:20]2[CH:25]=[CH:24][CH:23]=[CH:22][C:21]=2[Cl:26])[N:7]=1)=[O:5])[CH3:2], predict the reactants needed to synthesize it. The reactants are: [CH2:1]([O:3][C:4]([C:6]1[C:10]([CH3:11])=[C:9]([C:12]2[CH:17]=[CH:16][C:15]([C:18]#[N:19])=[CH:14][CH:13]=2)[N:8]([C:20]2[CH:25]=[CH:24][CH:23]=[CH:22][C:21]=2[Cl:26])[N:7]=1)=[O:5])[CH3:2].[N-:27]=[N+:28]=[N-:29].[Na+].Cl.[CH2:32](N(CC)CC)C.C(=O)([O-])[O-].[K+].[K+].IC. (3) Given the product [OH:74][C@H:75]([C:76]([OH:84])([CH3:81])[CH3:77])[C:6]([O:7][CH2:57][C:58]1[CH:59]=[CH:60][CH:61]=[CH:62][CH:63]=1)=[O:9], predict the reactants needed to synthesize it. The reactants are: CS(N)(=O)=O.[C:6](=[O:9])(O)[O-:7].[Na+].CC[C@H]1[C@H]2C[C@H]([C@H](OC3[C:63]4[C:58](=[CH:59][CH:60]=[CH:61][CH:62]=4)[C:57](O[C@H]([C:57]4C=CN=[C:63]5[C:58]=4[CH:59]=[C:60](OC)[CH:61]=[CH:62]5)[C@@H]4N5C[C@H](CC)[C@@H](CC5)C4)=NN=3)[C:57]3C=CN=[C:63]4[C:58]=3[CH:59]=[C:60](OC)[CH:61]=[CH:62]4)N(CC2)C1.CC(C)=CC([O:74][CH2:75][C:76]1[CH:81]=CC=C[CH:77]=1)=O.S([O-])([O-])=[O:84].[Na+].[Na+]. (4) Given the product [Cl:30][C:31]1[CH:32]=[C:33]([C:18]2[N:17]=[C:16]3[N:12]([CH2:11][C:7]4[CH:6]=[C:5]5[C:10](=[CH:9][CH:8]=4)[N:1]=[CH:2][CH:3]=[CH:4]5)[N:13]=[N:14][C:15]3=[CH:20][CH:19]=2)[CH:34]=[CH:35][C:36]=1[C:37]([O:39][CH3:40])=[O:38], predict the reactants needed to synthesize it. The reactants are: [N:1]1[C:10]2[C:5](=[CH:6][C:7]([CH2:11][N:12]3[C:16]4=[N:17][C:18](C5C=CC(C(O)=O)=CC=5)=[CH:19][CH:20]=[C:15]4[N:14]=[N:13]3)=[CH:8][CH:9]=2)[CH:4]=[CH:3][CH:2]=1.[Cl:30][C:31]1[CH:32]=[C:33](B(O)O)[CH:34]=[CH:35][C:36]=1[C:37]([O:39][CH3:40])=[O:38].C([O-])(=O)C.[K+].